Dataset: Full USPTO retrosynthesis dataset with 1.9M reactions from patents (1976-2016). Task: Predict the reactants needed to synthesize the given product. (1) Given the product [CH:26]([NH:29][C:2]1[CH:7]=[CH:6][C:5]([C:8]2[O:9][C:10]3[CH:16]=[CH:15][CH:14]=[CH:13][C:11]=3[N:12]=2)=[CH:4][C:3]=1[N+:17]([O-:19])=[O:18])([CH3:28])[CH3:27], predict the reactants needed to synthesize it. The reactants are: F[C:2]1[CH:7]=[CH:6][C:5]([C:8]2[O:9][C:10]3[CH:16]=[CH:15][CH:14]=[CH:13][C:11]=3[N:12]=2)=[CH:4][C:3]=1[N+:17]([O-:19])=[O:18].C(=O)([O-])[O-].[K+].[K+].[CH:26]([NH2:29])([CH3:28])[CH3:27].O. (2) The reactants are: [I:1][CH2:2][CH2:3][OH:4].N1C=CN=C1.[Si:10](Cl)([C:13]([CH3:16])([CH3:15])[CH3:14])([CH3:12])[CH3:11].O. Given the product [C:13]([Si:10]([O:4][CH2:3][CH2:2][I:1])([CH3:12])[CH3:11])([CH3:16])([CH3:15])[CH3:14], predict the reactants needed to synthesize it. (3) Given the product [Cl:1][C:2]1[CH:3]=[C:4]([CH2:8][CH2:9][O:10][CH2:11][CH2:12][N:13]2[CH2:14][CH2:15][C:16]3([O:19][CH2:23]3)[CH2:17][CH2:18]2)[CH:5]=[CH:6][CH:7]=1, predict the reactants needed to synthesize it. The reactants are: [Cl:1][C:2]1[CH:3]=[C:4]([CH2:8][CH2:9][O:10][CH2:11][CH2:12][N:13]2[CH2:18][CH2:17][C:16](=[O:19])[CH2:15][CH2:14]2)[CH:5]=[CH:6][CH:7]=1.[H-].[Na+].[I-].[CH3:23][S+](C)(C)=O. (4) Given the product [F:21][C:8]1[C:7]2[N:22]=[C:3]([C:2]([F:26])([F:25])[F:1])[NH:5][C:6]=2[CH:11]=[C:10]([O:12][C:13]2[CH:18]=[CH:17][C:16]([CH:19]=[O:20])=[CH:15][CH:14]=2)[CH:9]=1, predict the reactants needed to synthesize it. The reactants are: [F:1][C:2]([F:26])([F:25])[C:3]([NH:5][C:6]1[CH:11]=[C:10]([O:12][C:13]2[CH:18]=[CH:17][C:16]([CH:19]=[O:20])=[CH:15][CH:14]=2)[CH:9]=[C:8]([F:21])[C:7]=1[N+:22]([O-])=O)=O.C(OCC)(OCC)OCC.C(O)CO. (5) Given the product [CH3:1][N:2]1[C:6]2=[CH:7][N:8]=[CH:9][CH:10]=[C:5]2[C:4]([C:11]([OH:18])=[O:12])=[CH:3]1, predict the reactants needed to synthesize it. The reactants are: [CH3:1][N:2]1[C:6]2=[CH:7][N:8]=[CH:9][CH:10]=[C:5]2[C:4]([CH:11]=[O:12])=[CH:3]1.CC(=CC)C.[O-:18]Cl=O.[Na+]. (6) Given the product [CH:23]1([C:26]2[CH:32]=[CH:31][C:29]([N:30]3[CH2:20][CH2:19][C:6]4([CH2:7][CH2:8][NH:9][CH2:10][CH2:11]4)[C:4]3=[O:5])=[CH:28][CH:27]=2)[CH2:25][CH2:24]1, predict the reactants needed to synthesize it. The reactants are: C(O[C:4]([C:6]1([CH2:19][CH2:20]OC)[CH2:11][CH2:10][N:9](C(OC(C)(C)C)=O)[CH2:8][CH2:7]1)=[O:5])C.[CH:23]1([C:26]2[CH:32]=[CH:31][C:29]([NH2:30])=[CH:28][CH:27]=2)[CH2:25][CH2:24]1.[Cl-].C[Al+]C.Cl. (7) The reactants are: O[CH2:2][CH2:3][CH:4]([C:6]1[C:11]([O:12][CH2:13][O:14][CH3:15])=[CH:10][CH:9]=[CH:8][C:7]=1[OH:16])[CH3:5].C1(P(C2C=CC=CC=2)C2C=CC=CC=2)C=CC=CC=1.CC(OC(/N=N/C(OC(C)C)=O)=O)C. Given the product [CH3:15][O:14][CH2:13][O:12][C:11]1[CH:10]=[CH:9][CH:8]=[C:7]2[C:6]=1[CH:4]([CH3:5])[CH2:3][CH2:2][O:16]2, predict the reactants needed to synthesize it. (8) Given the product [CH2:63]([S:70][CH2:22][C@@H:21]([N:12]1[C@H:13]([C:14]2[CH:15]=[CH:16][C:17]([Cl:20])=[CH:18][CH:19]=2)[C@@H:8]([C:4]2[CH:5]=[CH:6][CH:7]=[C:2]([Cl:1])[CH:3]=2)[O:9][C@@H:10]([CH2:27][C:28]([O:30][CH3:31])=[O:29])[C:11]1=[O:26])[CH2:24][CH3:25])[C:64]1[CH:69]=[CH:68][CH:67]=[CH:66][CH:65]=1, predict the reactants needed to synthesize it. The reactants are: [Cl:1][C:2]1[CH:3]=[C:4]([C@@H:8]2[C@@H:13]([C:14]3[CH:19]=[CH:18][C:17]([Cl:20])=[CH:16][CH:15]=3)[N:12]([C@@H:21]([CH2:24][CH3:25])[CH2:22]O)[C:11](=[O:26])[C@@H:10]([CH2:27][C:28]([O:30][CH3:31])=[O:29])[O:9]2)[CH:5]=[CH:6][CH:7]=1.ClC1C=C([C@@H]2[C@@H](C3C=CC(Cl)=CC=3)N([C@@H](CC)CO)C(=O)[C@H](CC(OC)=O)O2)C=CC=1.[CH2:63]([SH:70])[C:64]1[CH:69]=[CH:68][CH:67]=[CH:66][CH:65]=1.C(P(CCCC)(CCCC)=CC#N)CCC. (9) The reactants are: [Br:1][C:2]1[CH:7]=[CH:6][CH:5]=[CH:4][C:3]=1[CH2:8][CH2:9][OH:10].N1C=CC=CC=1.[CH3:17][S:18](Cl)(=[O:20])=[O:19].C(=O)([O-])O.[Na+]. Given the product [CH3:17][S:18]([O:10][CH2:9][CH2:8][C:3]1[CH:4]=[CH:5][CH:6]=[CH:7][C:2]=1[Br:1])(=[O:20])=[O:19], predict the reactants needed to synthesize it.